Task: Predict the reaction yield, written as a fraction of the theoretical maximum amount of product (1.0 means a 100% yield; for example, 0.34 means a 34% yield).. Dataset: Reaction yield outcomes from USPTO patents with 853,638 reactions (1) The reactants are [Si]([O:8][C@H:9]([C:37]1[CH:42]=[CH:41][C:40]([F:43])=[CH:39][CH:38]=1)[CH2:10][CH2:11][C@@H:12]1[C@@H:15]([C:16]2[CH:21]=[CH:20][C:19]([C:22]3[CH:27]=[CH:26][CH:25]=[C:24]([OH:28])[CH:23]=3)=[CH:18][C:17]=2[OH:29])[N:14]([C:30]2[CH:35]=[CH:34][CH:33]=[CH:32][CH:31]=2)[C:13]1=[O:36])(C(C)(C)C)(C)C.F. The catalyst is C(#N)C. The product is [OH:29][C:17]1[CH:18]=[C:19]([C:22]2[CH:27]=[CH:26][CH:25]=[C:24]([OH:28])[CH:23]=2)[CH:20]=[CH:21][C:16]=1[C@H:15]1[N:14]([C:30]2[CH:31]=[CH:32][CH:33]=[CH:34][CH:35]=2)[C:13](=[O:36])[C@@H:12]1[CH2:11][CH2:10][C@@H:9]([C:37]1[CH:42]=[CH:41][C:40]([F:43])=[CH:39][CH:38]=1)[OH:8]. The yield is 0.690. (2) The reactants are Cl.[CH3:2][O:3][C:4]1[CH:5]=[C:6]2[C:11](=[C:12]3[CH2:16][C:15]([CH3:18])([CH3:17])[O:14][C:13]=13)[C:10]([C:19]1[CH:20]=[C:21]([CH:25]=[CH:26][CH:27]=1)[C:22](Cl)=[O:23])=[N:9][C:8]([CH3:29])([CH3:28])[CH2:7]2.[NH2:30][CH2:31][C:32]1[CH:37]=[CH:36][N:35]=[CH:34][CH:33]=1.C(N(CC)CC)C.C(=O)([O-])O.[Na+]. The catalyst is CN(C)C=O. The product is [N:35]1[CH:36]=[CH:37][C:32]([CH2:31][NH:30][C:22](=[O:23])[C:21]2[CH:25]=[CH:26][CH:27]=[C:19]([C:10]3[C:11]4[C:6](=[CH:5][C:4]([O:3][CH3:2])=[C:13]5[O:14][C:15]([CH3:17])([CH3:18])[CH2:16][C:12]5=4)[CH2:7][C:8]([CH3:28])([CH3:29])[N:9]=3)[CH:20]=2)=[CH:33][CH:34]=1. The yield is 0.590. (3) The reactants are [N:1]1([C:7]2[N:12]3[N:13]=[C:14]([C:16]4[CH:21]=[CH:20][N:19]=[CH:18][CH:17]=4)[CH:15]=[C:11]3[N:10]=[C:9]([NH:22][NH2:23])[CH:8]=2)[CH2:6][CH2:5][O:4][CH2:3][CH2:2]1.[C:24]([C:27]1[CH:28]=[C:29]([CH:32]=[CH:33][CH:34]=1)[CH:30]=O)(=[O:26])[CH3:25]. The catalyst is C(O)C. The product is [C:24]([C:27]1[CH:28]=[C:29]([CH:32]=[CH:33][CH:34]=1)[CH:30]=[N:23][NH:22][C:9]1[CH:8]=[C:7]([N:1]2[CH2:6][CH2:5][O:4][CH2:3][CH2:2]2)[N:12]2[N:13]=[C:14]([C:16]3[CH:17]=[CH:18][N:19]=[CH:20][CH:21]=3)[CH:15]=[C:11]2[N:10]=1)(=[O:26])[CH3:25]. The yield is 0.770. (4) The reactants are [H-].[Al+3].[Li+].[H-].[H-].[H-].[CH3:7][O:8][C:9]1[CH:31]=[C:30]([O:32][CH3:33])[CH:29]=[CH:28][C:10]=1[CH2:11][N:12]1[C:25](=O)[CH:24]([CH3:27])[N:15]2[CH2:16][C:17]3[CH:18]=[CH:19][CH:20]=[CH:21][C:22]=3[CH2:23][C@@H:14]2[CH2:13]1. The catalyst is C1COCC1. The product is [CH3:7][O:8][C:9]1[CH:31]=[C:30]([O:32][CH3:33])[CH:29]=[CH:28][C:10]=1[CH2:11][N:12]1[CH2:25][CH:24]([CH3:27])[N:15]2[CH2:16][C:17]3[CH:18]=[CH:19][CH:20]=[CH:21][C:22]=3[CH2:23][C@@H:14]2[CH2:13]1. The yield is 0.950. (5) The reactants are [CH3:1][C:2]([CH3:8])([CH3:7])[C:3](=[N:5][OH:6])[CH3:4].[Li+].[OH-].[CH2:11]1[O:13][CH2:12]1. The catalyst is O. The product is [OH:13][CH2:12][CH2:11][O:6][N:5]=[C:3]([C:2]([CH3:8])([CH3:7])[CH3:1])[CH3:4]. The yield is 0.900.